From a dataset of Full USPTO retrosynthesis dataset with 1.9M reactions from patents (1976-2016). Predict the reactants needed to synthesize the given product. (1) Given the product [C:6]1([C:9]2[CH:14]=[CH:13][C:12]([C:15]3[CH:20]=[CH:19][CH:18]=[C:17]([OH:21])[CH:16]=3)=[CH:11][CH:10]=2)[CH:5]=[CH:4][C:3]([OH:2])=[CH:8][CH:7]=1, predict the reactants needed to synthesize it. The reactants are: C[O:2][C:3]1[CH:8]=[CH:7][C:6]([C:9]2[CH:14]=[CH:13][C:12]([C:15]3[CH:20]=[CH:19][CH:18]=[C:17]([O:21]C)[CH:16]=3)=[CH:11][CH:10]=2)=[CH:5][CH:4]=1. (2) Given the product [ClH:1].[ClH:1].[NH2:18][C:10]1[C:9]2[N:19]=[C:6]([CH2:2][CH2:3][CH2:4][CH3:5])[N:7]([CH2:20][CH2:21][CH2:22][OH:23])[C:8]=2[C:17]2[CH:16]=[CH:15][CH:14]=[CH:13][C:12]=2[N:11]=1, predict the reactants needed to synthesize it. The reactants are: [ClH:1].[CH2:2]([C:6]1[N:7]([CH2:20][CH2:21][CH2:22][O:23][Si](C(C)(C)C)(C)C)[C:8]2[C:17]3[CH:16]=[CH:15][CH:14]=[CH:13][C:12]=3[N:11]=[C:10]([NH2:18])[C:9]=2[N:19]=1)[CH2:3][CH2:4][CH3:5]. (3) Given the product [N:1]1[CH:2]=[CH:3][N:4]2[C:9]=1[CH:8]=[CH:7][C:6]([O:10][C:11]1[CH:17]=[CH:16][C:14]([NH:15][C:32]([NH:31][C:25]3[CH:30]=[CH:29][CH:28]=[CH:27][CH:26]=3)=[O:33])=[CH:13][CH:12]=1)=[N:5]2, predict the reactants needed to synthesize it. The reactants are: [N:1]1[CH:2]=[CH:3][N:4]2[C:9]=1[CH:8]=[CH:7][C:6]([O:10][C:11]1[CH:17]=[CH:16][C:14]([NH2:15])=[CH:13][CH:12]=1)=[N:5]2.C(N(CC)CC)C.[C:25]1([N:31]=[C:32]=[O:33])[CH:30]=[CH:29][CH:28]=[CH:27][CH:26]=1. (4) Given the product [F:27][C:24]1[CH:25]=[CH:26][C:21]([O:20][C:17]2[CH:16]=[CH:15][C:14]([NH:13][C:7]3[C:6]4[C:11](=[CH:12][C:3]([O:32][CH3:31])=[C:4]([N+:28]([O-:30])=[O:29])[CH:5]=4)[N:10]=[CH:9][N:8]=3)=[CH:19][CH:18]=2)=[CH:22][CH:23]=1, predict the reactants needed to synthesize it. The reactants are: [Na].F[C:3]1[CH:12]=[C:11]2[C:6]([C:7]([NH:13][C:14]3[CH:19]=[CH:18][C:17]([O:20][C:21]4[CH:26]=[CH:25][C:24]([F:27])=[CH:23][CH:22]=4)=[CH:16][CH:15]=3)=[N:8][CH:9]=[N:10]2)=[CH:5][C:4]=1[N+:28]([O-:30])=[O:29].[CH3:31][OH:32]. (5) Given the product [F:31][C:3]1([C:1]#[N:2])[CH2:8][CH2:7][CH2:6][NH:5][CH2:4]1, predict the reactants needed to synthesize it. The reactants are: [C:1]([C:3]1(O[Si](C)(C)C)[CH2:8][CH2:7][CH2:6][N:5](C(OC(C)(C)C)=O)[CH2:4]1)#[N:2].COCCN(S(F)(F)[F:31])CCOC.[O-][Mn](=O)(=O)=O.[K+]. (6) Given the product [F:25][C:26]1[CH:33]=[CH:32][C:29]([CH2:30][N:14]2[C@@H:15]([CH3:17])[CH2:16][N:12]([C:4]3[S:5][C:6]([C:7]([O:9][CH2:10][CH3:11])=[O:8])=[C:2]([CH3:1])[N:3]=3)[C:13]2=[O:18])=[CH:28][CH:27]=1, predict the reactants needed to synthesize it. The reactants are: [CH3:1][C:2]1[N:3]=[C:4]([N:12]2[CH2:16][C@H:15]([CH3:17])[NH:14][C:13]2=[O:18])[S:5][C:6]=1[C:7]([O:9][CH2:10][CH3:11])=[O:8].C(=O)([O-])[O-].[Cs+].[Cs+].[F:25][C:26]1[CH:33]=[CH:32][C:29]([CH2:30]Br)=[CH:28][CH:27]=1. (7) Given the product [F:31][C:2]([F:1])([F:32])[C:3]1[CH:30]=[CH:29][C:6]([CH2:7][N:8]2[C@@H:13]([C:14]([NH:16][C@H:17]([C:19]3[CH:20]=[CH:21][C:22]([C:23]([OH:25])=[O:24])=[CH:27][CH:28]=3)[CH3:18])=[O:15])[CH2:12][CH:11]3[CH:9]2[CH2:10]3)=[CH:5][CH:4]=1, predict the reactants needed to synthesize it. The reactants are: [F:1][C:2]([F:32])([F:31])[C:3]1[CH:30]=[CH:29][C:6]([CH2:7][N:8]2[C@@H:13]([C:14]([NH:16][C@H:17]([C:19]3[CH:28]=[CH:27][C:22]([C:23]([O:25]C)=[O:24])=[CH:21][CH:20]=3)[CH3:18])=[O:15])[CH2:12][CH:11]3[CH:9]2[CH2:10]3)=[CH:5][CH:4]=1.O[Li].O. (8) The reactants are: [CH3:1][C:2]1[CH:7]=[CH:6][C:5]([CH3:8])=[CH:4][C:3]=1[N:9]1[C:13]([NH2:14])=[CH:12][C:11]([CH3:15])=[N:10]1.CCOCC.[CH3:21][O:22][C:23](=[O:31])[C:24]1[CH:29]=[CH:28][CH:27]=[CH:26][C:25]=1Br.C(=O)([O-])[O-].[Cs+].[Cs+]. Given the product [CH3:21][O:22][C:23](=[O:31])[C:24]1[CH:29]=[CH:28][CH:27]=[CH:26][C:25]=1[NH:14][C:13]1[N:9]([C:3]2[CH:4]=[C:5]([CH3:8])[CH:6]=[CH:7][C:2]=2[CH3:1])[N:10]=[C:11]([CH3:15])[CH:12]=1, predict the reactants needed to synthesize it.